Task: Regression. Given a peptide amino acid sequence and an MHC pseudo amino acid sequence, predict their binding affinity value. This is MHC class I binding data.. Dataset: Peptide-MHC class I binding affinity with 185,985 pairs from IEDB/IMGT (1) The peptide sequence is RMAMIPRTL. The MHC is BoLA-T2b with pseudo-sequence BoLA-T2b. The binding affinity (normalized) is 0.440. (2) The peptide sequence is CALPLEDCF. The MHC is Mamu-B17 with pseudo-sequence Mamu-B17. The binding affinity (normalized) is 0.286. (3) The peptide sequence is GVFPVSIPIT. The MHC is HLA-A30:01 with pseudo-sequence HLA-A30:01. The binding affinity (normalized) is 0.177.